This data is from Peptide-MHC class II binding affinity with 134,281 pairs from IEDB. The task is: Regression. Given a peptide amino acid sequence and an MHC pseudo amino acid sequence, predict their binding affinity value. This is MHC class II binding data. (1) The peptide sequence is NRNNTFKPFAEYKSD. The MHC is HLA-DPA10103-DPB10201 with pseudo-sequence HLA-DPA10103-DPB10201. The binding affinity (normalized) is 0.420. (2) The peptide sequence is MFKVAATAANAAPAN. The MHC is HLA-DPA10103-DPB10301 with pseudo-sequence HLA-DPA10103-DPB10301. The binding affinity (normalized) is 0.550. (3) The peptide sequence is MVTMLSPMLHHWIKV. The MHC is DRB4_0103 with pseudo-sequence DRB4_0103. The binding affinity (normalized) is 0.763. (4) The peptide sequence is NQEILELAQSETCSP. The MHC is DRB1_0405 with pseudo-sequence DRB1_0405. The binding affinity (normalized) is 0.313. (5) The peptide sequence is PDLPYDYGALEPAIS. The MHC is DRB5_0101 with pseudo-sequence DRB5_0101. The binding affinity (normalized) is 0.0464. (6) The MHC is HLA-DQA10501-DQB10301 with pseudo-sequence HLA-DQA10501-DQB10301. The binding affinity (normalized) is 0.924. The peptide sequence is VNYWFAPGAAAAPLS. (7) The peptide sequence is VLALGNQEGSLKTAL. The MHC is DRB1_0301 with pseudo-sequence DRB1_0301. The binding affinity (normalized) is 0.163.